Dataset: Reaction yield outcomes from USPTO patents with 853,638 reactions. Task: Predict the reaction yield, written as a fraction of the theoretical maximum amount of product (1.0 means a 100% yield; for example, 0.34 means a 34% yield). (1) The reactants are [F:1][C:2]1[C:21]([NH:22][C:23]([NH:25][C:26]2[CH:31]=[CH:30][N:29]=[C:28]([CH3:32])[CH:27]=2)=[O:24])=[CH:20][CH:19]=[CH:18][C:3]=1[CH2:4][N:5]1[CH2:10][CH2:9][N:8]([C:11]([O:13][C:14](C)(C)C)=[O:12])[CH2:7][CH2:6]1.Cl.CCN(CC)CC.ClC(OC)=O. The catalyst is CO.C(Cl)Cl. The product is [F:1][C:2]1[C:21]([NH:22][C:23]([NH:25][C:26]2[CH:31]=[CH:30][N:29]=[C:28]([CH3:32])[CH:27]=2)=[O:24])=[CH:20][CH:19]=[CH:18][C:3]=1[CH2:4][N:5]1[CH2:10][CH2:9][N:8]([C:11]([O:13][CH3:14])=[O:12])[CH2:7][CH2:6]1. The yield is 0.770. (2) The reactants are [Na].[CH3:2][C:3]1[CH:8]=[CH:7][C:6]([C:9]2[C:10]([CH:15]=O)=[CH:11][CH:12]=[CH:13][CH:14]=2)=[CH:5][CH:4]=1.[Br:17][C:18]1[N:19]=[CH:20][C:21]([NH2:24])=[N:22][CH:23]=1. The product is [Br:17][C:18]1[N:19]=[CH:20][C:21]([NH:24][CH2:15][C:10]2[CH:11]=[CH:12][CH:13]=[CH:14][C:9]=2[C:6]2[CH:7]=[CH:8][C:3]([CH3:2])=[CH:4][CH:5]=2)=[N:22][CH:23]=1. The yield is 0.550. The catalyst is ClCCCl.CC(O)=O. (3) The reactants are [CH3:1][O:2][C:3]([C:5]1[C:14]2[C:9](=[C:10]([NH:15][S:16]([C:19]3[CH:24]=[CH:23][CH:22]=[CH:21][C:20]=3N)(=[O:18])=[O:17])[CH:11]=[CH:12][CH:13]=2)[N:8]=[CH:7][CH:6]=1)=[O:4].N(OC(C)(C)C)=O.CC(O)=O. The catalyst is C1COCC1. The product is [CH3:1][O:2][C:3]([C:5]1[C:14]2[C:9](=[C:10]3[C:11](=[CH:12][CH:13]=2)[C:20]2[C:19](=[CH:24][CH:23]=[CH:22][CH:21]=2)[S:16](=[O:18])(=[O:17])[NH:15]3)[N:8]=[CH:7][CH:6]=1)=[O:4]. The yield is 0.230. (4) The reactants are C[O:2][C:3](=[O:18])[C:4]1[CH:9]=[CH:8][C:7]([O:10][CH3:11])=[CH:6][C:5]=1[O:12][CH2:13][CH2:14][CH2:15][CH2:16][CH3:17].O.[OH-].[Li+]. The catalyst is O.CO.C1COCC1. The product is [CH3:11][O:10][C:7]1[CH:8]=[CH:9][C:4]([C:3]([OH:18])=[O:2])=[C:5]([O:12][CH2:13][CH2:14][CH2:15][CH2:16][CH3:17])[CH:6]=1. The yield is 0.880. (5) The reactants are [N+:1]([C:4]1[CH:5]=[C:6](O)[CH:7]=[CH:8][CH:9]=1)([O-:3])=[O:2].ClC[C:13]1[O:17][C:16]([C:18]([O:20][CH3:21])=[O:19])=[CH:15][CH:14]=1.[C:22]([O-])([O-])=[O:23].[K+].[K+]. The catalyst is CC(C)=O.O. The product is [N+:1]([C:4]1[CH:5]=[CH:6][C:7]([O:23][CH2:22][C:14]2[CH:15]=[C:16]([C:18]([O:20][CH3:21])=[O:19])[O:17][CH:13]=2)=[CH:8][CH:9]=1)([O-:3])=[O:2]. The yield is 0.900.